This data is from Full USPTO retrosynthesis dataset with 1.9M reactions from patents (1976-2016). The task is: Predict the reactants needed to synthesize the given product. (1) The reactants are: [Cl:1][C:2]1[CH:3]=[C:4]([C@H:8]([O:22][CH2:23][C:24]#[N:25])[C@@H:9]2[O:14][CH2:13][CH2:12][N:11]([C:15]([O:17][C:18]([CH3:21])([CH3:20])[CH3:19])=[O:16])[CH2:10]2)[CH:5]=[CH:6][CH:7]=1.S(C)C.CO. Given the product [NH2:25][CH2:24][CH2:23][O:22][C@@H:8]([C:4]1[CH:5]=[CH:6][CH:7]=[C:2]([Cl:1])[CH:3]=1)[C@@H:9]1[O:14][CH2:13][CH2:12][N:11]([C:15]([O:17][C:18]([CH3:21])([CH3:20])[CH3:19])=[O:16])[CH2:10]1, predict the reactants needed to synthesize it. (2) Given the product [CH3:1][CH2:2][N:3]([CH2:6][C:7]#[C:8][CH2:9][O:10][C:11]([C:13]([OH:26])([CH:20]1[CH2:21][CH2:22][CH2:23][CH2:24][CH2:25]1)[C:14]1[CH:15]=[CH:16][CH:17]=[CH:18][CH:19]=1)=[O:12])[CH2:4][CH3:5], predict the reactants needed to synthesize it. The reactants are: [CH3:1][CH2:2][N:3]([CH2:6][C:7]#[C:8][CH2:9][O:10][C:11]([C:13]([OH:26])([CH:20]1[CH2:25][CH2:24][CH2:23][CH2:22][CH2:21]1)[C:14]1[CH:15]=[CH:16][CH:17]=[CH:18][CH:19]=1)=[O:12])[CH2:4][CH3:5].Cl.[OH-].[Na+]. (3) Given the product [O:18]=[C:16]1[NH:15][C:14](=[O:19])[CH:13]([CH2:12][C:11]2[CH:20]=[CH:21][C:8]([N:5]3[CH2:6][CH2:7][CH:2]([NH:22][CH2:23][C@H:24]([OH:39])[CH2:25][O:26][C:27]4[CH:28]=[CH:29][C:30]([OH:38])=[C:31]([NH:33][S:34]([CH3:37])(=[O:35])=[O:36])[CH:32]=4)[CH2:3][CH2:4]3)=[CH:9][CH:10]=2)[S:17]1, predict the reactants needed to synthesize it. The reactants are: O=[C:2]1[CH2:7][CH2:6][N:5]([C:8]2[CH:21]=[CH:20][C:11]([CH2:12][CH:13]3[S:17][C:16](=[O:18])[NH:15][C:14]3=[O:19])=[CH:10][CH:9]=2)[CH2:4][CH2:3]1.[NH2:22][CH2:23][C@H:24]([OH:39])[CH2:25][O:26][C:27]1[CH:28]=[CH:29][C:30]([OH:38])=[C:31]([NH:33][S:34]([CH3:37])(=[O:36])=[O:35])[CH:32]=1. (4) Given the product [O:1]1[C:5]2([CH2:10][CH2:9][N:8]([C:19]([C:15]3[CH:16]=[CH:17][CH:18]=[C:13]([C:12]([F:11])([F:28])[F:29])[CH:14]=3)([CH3:20])[C:30]#[N:31])[CH2:7][CH2:6]2)[O:4][CH2:3][CH2:2]1, predict the reactants needed to synthesize it. The reactants are: [O:1]1[C:5]2([CH2:10][CH2:9][NH:8][CH2:7][CH2:6]2)[O:4][CH2:3][CH2:2]1.[F:11][C:12]([F:29])([F:28])[C:13]1[CH:14]=[C:15]([C:19](=O)[CH2:20]C2C=CC=CC=2)[CH:16]=[CH:17][CH:18]=1.[C-:30]#[N:31].C([Al+]CC)C. (5) Given the product [CH3:21][C@@H:17]1[O:18][C:19](=[O:20])[C:6]2[C:5]([OH:23])=[CH:4][C:3]([OH:28])=[C:2]([Cl:1])[C:7]=2[CH2:8][C:9](=[O:22])[CH:10]=[CH:11][CH2:12][CH2:13][C@H:14]2[O:35][C@@H:15]2[CH2:16]1, predict the reactants needed to synthesize it. The reactants are: [Cl:1][C:2]1[C:7]2[CH2:8][C:9](=[O:22])[CH:10]=[CH:11][CH2:12][CH2:13][CH:14]=[CH:15][CH2:16][CH:17]([CH3:21])[O:18][C:19](=[O:20])[C:6]=2[C:5]([O:23]COCC)=[CH:4][C:3]=1[O:28]COCC.CC1(C)O[O:35]1. (6) Given the product [N+:18]([O-:20])([O:17][CH2:16][C@H:15]([O:21][N+:22]([O-:24])=[O:23])[CH2:14][CH2:13][CH2:12][CH2:11][OH:10])=[O:19], predict the reactants needed to synthesize it. The reactants are: [N+](C1C=CC(C([O:10][CH2:11][CH2:12][CH2:13][CH2:14][C@@H:15]([O:21][N+:22]([O-:24])=[O:23])[CH2:16][O:17][N+:18]([O-:20])=[O:19])=O)=CC=1)([O-])=O.C(O)C.C1COCC1.[OH-].[Na+]. (7) Given the product [NH2:11][C:5]1[CH:4]=[CH:3][C:2]([OH:1])=[CH:10][C:6]=1[C:7]([NH:36][CH2:37][C:38](=[O:39])[NH:40][CH:41]([CH3:43])[CH3:42])=[O:9], predict the reactants needed to synthesize it. The reactants are: [OH:1][C:2]1[CH:10]=[C:6]([C:7]([OH:9])=O)[C:5]([NH2:11])=[CH:4][CH:3]=1.Cl.CN(C)CCCN=C=NCC.O.ON1C2C=CC=CC=2N=N1.Cl.[NH2:36][CH2:37][C:38]([NH:40][CH:41]([CH3:43])[CH3:42])=[O:39].C(N(CC)C(C)C)(C)C.